From a dataset of Full USPTO retrosynthesis dataset with 1.9M reactions from patents (1976-2016). Predict the reactants needed to synthesize the given product. Given the product [CH2:8]([C:7]1[C:2]([CH3:1])=[N:3][CH:4]=[CH:5][CH:6]=1)[CH3:9], predict the reactants needed to synthesize it. The reactants are: [CH3:1][C:2]1[C:7]([C:8]#[C:9][Si](C)(C)C)=[CH:6][CH:5]=[CH:4][N:3]=1.[F-].C([N+](CCCC)(CCCC)CCCC)CCC.